From a dataset of Blood-brain barrier permeability classification from the B3DB database. Regression/Classification. Given a drug SMILES string, predict its absorption, distribution, metabolism, or excretion properties. Task type varies by dataset: regression for continuous measurements (e.g., permeability, clearance, half-life) or binary classification for categorical outcomes (e.g., BBB penetration, CYP inhibition). Dataset: b3db_classification. (1) The molecule is COc1ccc2c(c1)[C@@](O)(CCCN(C)C)c1ccccc1S2. The result is 1 (penetrates BBB). (2) The molecule is CCN(CC)CCNc1ccc(C)c2sc3ccccc3c(=O)c12. The result is 0 (does not penetrate BBB). (3) The drug is CCOC(=O)[C@H]1N=C(c2ccccc2F)c2cc(Cl)ccc2NC1=O. The result is 1 (penetrates BBB). (4) The compound is C[C@@](Cc1ccc(O)c(O)c1)(NN)C(=O)O. The result is 0 (does not penetrate BBB). (5) The drug is CC(C(O)c1ccc(O)cc1)N1CCC(Cc2ccccc2)CC1. The result is 1 (penetrates BBB). (6) The result is 0 (does not penetrate BBB). The drug is COc1ccc(CCNC[C@@H](O)c2ccc(O)cc2)cc1OC.